Dataset: Catalyst prediction with 721,799 reactions and 888 catalyst types from USPTO. Task: Predict which catalyst facilitates the given reaction. (1) Reactant: [CH:1]1([CH2:4][N:5]2[CH2:30][CH2:29][C@:12]34[C:13]5[C:14]6[O:28][C@H:11]3[C:10]([O:33][CH3:34])([O:31][CH3:32])[CH2:9][CH2:8][C@@:7]4([OH:35])[C@H:6]2[CH2:19][C:18]=5[CH:17]=[CH:16][C:15]=6[O:20][CH2:21][C:22]2[CH:27]=[CH:26][CH:25]=[CH:24][CH:23]=2)[CH2:3][CH2:2]1.[H-].[Na+].S(OCC)(O[CH2:42][CH3:43])(=O)=O. Product: [CH:1]1([CH2:4][N:5]2[CH2:30][CH2:29][C@:12]34[C:13]5[C:14]6[O:28][C@H:11]3[C:10]([O:31][CH3:32])([O:33][CH3:34])[CH2:9][CH2:8][C@@:7]4([O:35][CH2:42][CH3:43])[C@H:6]2[CH2:19][C:18]=5[CH:17]=[CH:16][C:15]=6[O:20][CH2:21][C:22]2[CH:23]=[CH:24][CH:25]=[CH:26][CH:27]=2)[CH2:3][CH2:2]1. The catalyst class is: 3. (2) Reactant: [O:1]=[C:2]([N:19]1[CH2:23][CH2:22][CH2:21][CH2:20]1)[CH2:3][CH:4]([CH2:8][S:9]([CH2:12][C:13]1[CH:18]=[CH:17][CH:16]=[CH:15][CH:14]=1)(=[O:11])=[O:10])[C:5]([OH:7])=O.OC(C(F)(F)F)=O.[NH2:31][CH:32]([CH2:46][CH3:47])[CH:33]([C:35]1[O:36][C:37]([C:40]2[CH:45]=[CH:44][N:43]=[CH:42][CH:41]=2)=[N:38][N:39]=1)[OH:34].C1C=CC2N(O)N=NC=2C=1.C(Cl)CCl.CN1CCOCC1. Product: [OH:34][CH:33]([C:35]1[O:36][C:37]([C:40]2[CH:41]=[CH:42][N:43]=[CH:44][CH:45]=2)=[N:38][N:39]=1)[CH:32]([NH:31][C:5](=[O:7])[CH:4]([CH2:8][S:9]([CH2:12][C:13]1[CH:18]=[CH:17][CH:16]=[CH:15][CH:14]=1)(=[O:11])=[O:10])[CH2:3][C:2](=[O:1])[N:19]1[CH2:23][CH2:22][CH2:21][CH2:20]1)[CH2:46][CH3:47]. The catalyst class is: 2.